From a dataset of Forward reaction prediction with 1.9M reactions from USPTO patents (1976-2016). Predict the product of the given reaction. Given the reactants [H-].[Na+].[F:3][C:4]1[CH:5]=[C:6]([OH:10])[CH:7]=[CH:8][CH:9]=1.Cl[C:12]1[CH:21]=[CH:20][C:19]2[C:14](=[C:15]([C:22]3[NH:30][C:29]4[CH2:28][CH2:27][NH:26][C:25](=[O:31])[C:24]=4[CH:23]=3)[CH:16]=[CH:17][CH:18]=2)[N:13]=1, predict the reaction product. The product is: [F:3][C:4]1[CH:5]=[C:6]([CH:7]=[CH:8][CH:9]=1)[O:10][C:12]1[CH:21]=[CH:20][C:19]2[C:14](=[C:15]([C:22]3[NH:30][C:29]4[CH2:28][CH2:27][NH:26][C:25](=[O:31])[C:24]=4[CH:23]=3)[CH:16]=[CH:17][CH:18]=2)[N:13]=1.